Dataset: Full USPTO retrosynthesis dataset with 1.9M reactions from patents (1976-2016). Task: Predict the reactants needed to synthesize the given product. (1) Given the product [CH:24]1([C:21]2[CH:22]=[N:23][C:11]([NH:10][C:5]3[CH:6]=[CH:7][CH:8]=[C:9]4[C:4]=3[CH:3]=[CH:2][N:1]4[CH2:34][CH:35]3[CH2:40][CH2:39][CH2:38][CH2:37][O:36]3)=[C:12]([CH:20]=2)[C:13]([O:15][C:16]([CH3:18])([CH3:19])[CH3:17])=[O:14])[CH2:26][CH2:25]1, predict the reactants needed to synthesize it. The reactants are: [NH:1]1[C:9]2[C:4](=[C:5]([NH:10][C:11]3[N:23]=[CH:22][C:21]([CH:24]4[CH2:26][CH2:25]4)=[CH:20][C:12]=3[C:13]([O:15][C:16]([CH3:19])([CH3:18])[CH3:17])=[O:14])[CH:6]=[CH:7][CH:8]=2)[CH:3]=[CH:2]1.CC(C)([O-])C.[K+].Br[CH2:34][CH:35]1[CH2:40][CH2:39][CH2:38][CH2:37][O:36]1.O. (2) The reactants are: [C:1]([O:5][C:6](=[O:23])[NH:7][CH:8]([C:21]#[N:22])[C:9]1[CH:14]=[CH:13][C:12]([O:15][C:16]([F:19])([F:18])[F:17])=[C:11]([F:20])[CH:10]=1)([CH3:4])([CH3:3])[CH3:2].C(=O)([O-])[O-:25].[K+].[K+].CS(C)=O.OO. Given the product [C:1]([O:5][C:6](=[O:23])[NH:7][CH:8]([C:9]1[CH:14]=[CH:13][C:12]([O:15][C:16]([F:19])([F:18])[F:17])=[C:11]([F:20])[CH:10]=1)[C:21]([NH2:22])=[O:25])([CH3:4])([CH3:2])[CH3:3], predict the reactants needed to synthesize it. (3) Given the product [CH2:21]([N:20]1[CH:19]=[N:18][N:17]=[C:16]1[CH2:15][S:1][C:2]1[CH:8]=[CH:7][C:5]([NH2:6])=[CH:4][C:3]=1[C:9]([F:10])([F:11])[F:12])[CH2:22][CH3:23], predict the reactants needed to synthesize it. The reactants are: [SH:1][C:2]1[CH:8]=[CH:7][C:5]([NH2:6])=[CH:4][C:3]=1[C:9]([F:12])([F:11])[F:10].Cl.Cl[CH2:15][C:16]1[N:20]([CH2:21][CH2:22][CH3:23])[CH:19]=[N:18][N:17]=1.C(=O)([O-])[O-].[K+].[K+].CN(C)C=O. (4) Given the product [CH2:1]([N:7]1[C:12](=[O:13])[C:11]2[S:14][CH:15]=[C:16]([C:17]3[CH:22]=[CH:21][CH:20]=[CH:19][C:18]=3[F:35])[C:10]=2[N:9]=[CH:8]1)[CH:2]=[CH2:3], predict the reactants needed to synthesize it. The reactants are: [C:1]1([N:7]2[C:12](=[O:13])[C:11]3[S:14][CH:15]=[C:16]([C:17]4[CH:22]=[CH:21][CH:20]=[CH:19][CH:18]=4)[C:10]=3[N:9]=[CH:8]2)C=CC=[CH:3][CH:2]=1.NC1C(C2C=CC=CC=2[F:35])=CSC=1C(OC)=O.C(OCC)(OCC)OCC.C(N)C=C. (5) Given the product [Br:1][C:18]1[N:19]([CH2:22][C:23]2[CH:24]=[N:25][C:26]([Cl:29])=[CH:27][CH:28]=2)[C:20]2[C:16]([N:17]=1)=[C:15]([NH2:30])[N:14]=[C:13]([O:12][CH2:8][CH2:9][CH2:10][CH3:11])[N:21]=2, predict the reactants needed to synthesize it. The reactants are: [Br:1]Br.C([O-])(=O)C.[Na+].[CH2:8]([O:12][C:13]1[N:21]=[C:20]2[C:16]([N:17]=[CH:18][N:19]2[CH2:22][C:23]2[CH:24]=[N:25][C:26]([Cl:29])=[CH:27][CH:28]=2)=[C:15]([NH2:30])[N:14]=1)[CH2:9][CH2:10][CH3:11].